From a dataset of Peptide-MHC class II binding affinity with 134,281 pairs from IEDB. Regression. Given a peptide amino acid sequence and an MHC pseudo amino acid sequence, predict their binding affinity value. This is MHC class II binding data. (1) The peptide sequence is MWDPDVYLAFSGHRN. The MHC is HLA-DPA10201-DPB10501 with pseudo-sequence HLA-DPA10201-DPB10501. The binding affinity (normalized) is 0.164. (2) The peptide sequence is GELVIVDKIDAAFKI. The MHC is DRB1_0101 with pseudo-sequence DRB1_0101. The binding affinity (normalized) is 0.433. (3) The peptide sequence is VFKEKVDTRAKDPPA. The MHC is HLA-DQA10601-DQB10402 with pseudo-sequence HLA-DQA10601-DQB10402. The binding affinity (normalized) is 0. (4) The peptide sequence is SHIQSAVVCGRRHGV. The MHC is HLA-DPA10301-DPB10402 with pseudo-sequence HLA-DPA10301-DPB10402. The binding affinity (normalized) is 0.156. (5) The peptide sequence is NAGFKAAVAAAAVVP. The MHC is DRB1_1602 with pseudo-sequence DRB1_1602. The binding affinity (normalized) is 0.795. (6) The peptide sequence is VPPLRVWRHRARSVRAKLLSQGGRA. The MHC is DRB1_0401 with pseudo-sequence DRB1_0401. The binding affinity (normalized) is 0.